Dataset: Peptide-MHC class II binding affinity with 134,281 pairs from IEDB. Task: Regression. Given a peptide amino acid sequence and an MHC pseudo amino acid sequence, predict their binding affinity value. This is MHC class II binding data. (1) The peptide sequence is SCKMALLFKNLATSIYTI. The MHC is DRB1_0101 with pseudo-sequence DRB1_0101. The binding affinity (normalized) is 0.310. (2) The peptide sequence is RQELRCGSGVFIHNDVEA. The MHC is DRB1_0301 with pseudo-sequence DRB1_0301. The binding affinity (normalized) is 0.147. (3) The peptide sequence is LLIDVVTYLVALIPE. The MHC is HLA-DPA10201-DPB10101 with pseudo-sequence HLA-DPA10201-DPB10101. The binding affinity (normalized) is 0.127. (4) The peptide sequence is LTVMDRYSVDADLQL. The MHC is DRB3_0301 with pseudo-sequence DRB3_0301. The binding affinity (normalized) is 0.353.